Dataset: Forward reaction prediction with 1.9M reactions from USPTO patents (1976-2016). Task: Predict the product of the given reaction. (1) Given the reactants [OH-].[Na+].[Cl:3][C:4]1[CH:9]=[C:8]([CH2:10][C:11]([O:13]C)=[O:12])[CH:7]=[CH:6][C:5]=1[O:15][C:16]([N:18]1[CH2:23][CH2:22][N:21]([C:24]2[CH:29]=[CH:28][C:27]([NH:30][C:31]([NH:33][C:34]3[CH:39]=[C:38]([CH3:40])[CH:37]=[CH:36][C:35]=3[O:41][CH3:42])=[O:32])=[CH:26][CH:25]=2)[CH2:20][CH2:19]1)=[O:17].Cl, predict the reaction product. The product is: [C:11]([CH2:10][C:8]1[CH:7]=[CH:6][C:5]([O:15][C:16]([N:18]2[CH2:19][CH2:20][N:21]([C:24]3[CH:25]=[CH:26][C:27]([NH:30][C:31]([NH:33][C:34]4[CH:39]=[C:38]([CH3:40])[CH:37]=[CH:36][C:35]=4[O:41][CH3:42])=[O:32])=[CH:28][CH:29]=3)[CH2:22][CH2:23]2)=[O:17])=[C:4]([Cl:3])[CH:9]=1)([OH:13])=[O:12]. (2) Given the reactants [CH3:1][C:2]1[CH:7]=[CH:6][CH:5]=[CH:4][C:3]=1[C:8]1[CH:9]=[N:10][C:11]2[C:16]([C:17]=1[C:18]1[CH:19]=[C:20]([NH2:24])[CH:21]=[CH:22][CH:23]=1)=[CH:15][CH:14]=[CH:13][C:12]=2[C:25]([F:28])([F:27])[F:26].[Cl:29][C:30]1[CH:35]=[CH:34][CH:33]=[CH:32][C:31]=1[N:36]=[C:37]=[O:38], predict the reaction product. The product is: [Cl:29][C:30]1[CH:35]=[CH:34][CH:33]=[CH:32][C:31]=1[NH:36][C:37]([NH:24][C:20]1[CH:21]=[CH:22][CH:23]=[C:18]([C:17]2[C:16]3[C:11](=[C:12]([C:25]([F:26])([F:28])[F:27])[CH:13]=[CH:14][CH:15]=3)[N:10]=[CH:9][C:8]=2[C:3]2[CH:4]=[CH:5][CH:6]=[CH:7][C:2]=2[CH3:1])[CH:19]=1)=[O:38].